This data is from NCI-60 drug combinations with 297,098 pairs across 59 cell lines. The task is: Regression. Given two drug SMILES strings and cell line genomic features, predict the synergy score measuring deviation from expected non-interaction effect. Drug 1: CCN(CC)CCNC(=O)C1=C(NC(=C1C)C=C2C3=C(C=CC(=C3)F)NC2=O)C. Drug 2: CC1=C(N=C(N=C1N)C(CC(=O)N)NCC(C(=O)N)N)C(=O)NC(C(C2=CN=CN2)OC3C(C(C(C(O3)CO)O)O)OC4C(C(C(C(O4)CO)O)OC(=O)N)O)C(=O)NC(C)C(C(C)C(=O)NC(C(C)O)C(=O)NCCC5=NC(=CS5)C6=NC(=CS6)C(=O)NCCC[S+](C)C)O. Cell line: SK-OV-3. Synergy scores: CSS=11.7, Synergy_ZIP=-5.16, Synergy_Bliss=-0.769, Synergy_Loewe=0.622, Synergy_HSA=1.16.